Task: Regression. Given a target protein amino acid sequence and a drug SMILES string, predict the binding affinity score between them. We predict pIC50 (pIC50 = -log10(IC50 in M); higher means more potent). Dataset: bindingdb_ic50.. Dataset: Drug-target binding data from BindingDB using IC50 measurements (1) The drug is O=C(/C=C/c1ccc(-c2ccc(O)c(C34CC5CC(CC(C5)C3)C4)c2)cc1)NO. The target protein (Q96DB2) has sequence MLHTTQLYQHVPETRWPIVYSPRYNITFMGLEKLHPFDAGKWGKVINFLKEEKLLSDSMLVEAREASEEDLLVVHTRRYLNELKWSFAVATITEIPPVIFLPNFLVQRKVLRPLRTQTGGTIMAGKLAVERGWAINVGGGFHHCSSDRGGGFCAYADITLAIKFLFERVEGISRATIIDLDAHQGNGHERDFMDDKRVYIMDVYNRHIYPGDRFAKQAIRRKVELEWGTEDDEYLDKVERNIKKSLQEHLPDVVVYNAGTDILEGDRLGGLSISPAGIVKRDELVFRMVRGRRVPILMVTSGGYQKRTARIIADSILNLFGLGLIGPESPSVSAQNSDTPLLPPAVP. The pIC50 is 4.2. (2) The drug is Cc1cc(C)c(CNC(=O)c2cc(-c3cnn(CCN4CCOCC4)c3)cc3c2cnn3C2CCN(C(=O)C(C)(C)C)CC2)c(=O)[nH]1. The target protein (Q15910) has sequence MGQTGKKSEKGPVCWRKRVKSEYMRLRQLKRFRRADEVKSMFSSNRQKILERTEILNQEWKQRRIQPVHILTSVSSLRGTRECSVTSDLDFPTQVIPLKTLNAVASVPIMYSWSPLQQNFMVEDETVLHNIPYMGDEVLDQDGTFIEELIKNYDGKVHGDRECGFINDEIFVELVNALGQYNDDDDDDDGDDPEEREEKQKDLEDHRDDKESRPPRKFPSDKIFEAISSMFPDKGTAEELKEKYKELTEQQLPGALPPECTPNIDGPNAKSVQREQSLHSFHTLFCRRCFKYDCFLHPFHATPNTYKRKNTETALDNKPCGPQCYQHLEGAKEFAAALTAERIKTPPKRPGGRRRGRLPNNSSRPSTPTINVLESKDTDSDREAGTETGGENNDKEEEEKKDETSSSSEANSRCQTPIKMKPNIEPPENVEWSGAEASMFRVLIGTYYDNFCAIARLIGTKTCRQVYEFRVKESSIIAPAPAEDVDTPPRKKKRKHRLWA.... The pIC50 is 6.5. (3) The small molecule is Cc1ccc(-c2cc(NC(=O)CS)[nH]n2)cc1. The target protein sequence is MPFVNKQFNYKDPVNGVDIAYIKIPNAGQMQPVKAFKIHNKIWVIPERDTFTNPEEGDLNPPPEAKQVPVSYYDSTYLSTDNEKDNYLKGVTKLFERIYSTDLGRMLLTSIVRGIPFWGGSTIDTELKVIDTNCINVIQPDGSYRSEELNLVIIGPSADIIQFECKSFGHDVLNLTRNGYGSTQYIRFSPDFTFGFEESLEVDTNPLLGAGKFATDPAVTLAHELIHAEHRLYGIAINPNRVFKVNTNAYYEMSGLEVSFEELRTFGGHDAKFIDSLQENEFRLYYYNKFKDVASTLNKAKSIIGTTASLQYMKNVFKEKYLLSEDTSGKFSVDKLKFDKLYKMLTEIYTEDNFVNFFKVINRKTYLNFDKAVFRINIVPDENYTIKDGFNLKGANLSTNFNGQNTEINSRNFTRLKNFTGLFEF. The pIC50 is 4.7. (4) The small molecule is O=C1C=C2S[C@H]3C[C@]2(C=C1Br)C1C(=N3)C(=O)c2[nH]cc3c2C1=NCC3. The target protein (Q16665) has sequence MEGAGGANDKKKISSERRKEKSRDAARSRRSKESEVFYELAHQLPLPHNVSSHLDKASVMRLTISYLRVRKLLDAGDLDIEDDMKAQMNCFYLKALDGFVMVLTDDGDMIYISDNVNKYMGLTQFELTGHSVFDFTHPCDHEEMREMLTHRNGLVKKGKEQNTQRSFFLRMKCTLTSRGRTMNIKSATWKVLHCTGHIHVYDTNSNQPQCGYKKPPMTCLVLICEPIPHPSNIEIPLDSKTFLSRHSLDMKFSYCDERITELMGYEPEELLGRSIYEYYHALDSDHLTKTHHDMFTKGQVTTGQYRMLAKRGGYVWVETQATVIYNTKNSQPQCIVCVNYVVSGIIQHDLIFSLQQTECVLKPVESSDMKMTQLFTKVESEDTSSLFDKLKKEPDALTLLAPAAGDTIISLDFGSNDTETDDQQLEEVPLYNDVMLPSPNEKLQNINLAMSPLPTAETPKPLRSSADPALNQEVALKLEPNPESLELSFTMPQIQDQTPS.... The pIC50 is 5.4. (5) The drug is O=C(NC1CCN(Cc2ccccc2)CC1)c1ccc(Cl)nc1Cl. The target protein (Q9NSD5) has sequence MDSRVSGTTSNGETKPVYPVMEKKEEDGTLERGHWNNKMEFVLSVAGEIIGLGNVWRFPYLCYKNGGGAFFIPYLVFLFTCGIPVFLLETALGQYTSQGGVTAWRKICPIFEGIGYASQMIVILLNVYYIIVLAWALFYLFSSFTIDLPWGGCYHEWNTEHCMEFQKTNGSLNGTSENATSPVIEFWERRVLKISDGIQHLGALRWELALCLLLAWVICYFCIWKGVKSTGKVVYFTATFPYLMLVVLLIRGVTLPGAAQGIQFYLYPNLTRLWDPQVWMDAGTQIFFSFAICLGCLTALGSYNKYHNNCYRDCIALCFLNSGTSFVAGFAIFSILGFMSQEQGVPISEVAESGPGLAFIAYPRAVVMLPFSPLWACCFFFMVVLLGLDSQFVCVESLVTALVDMYPHVFRKKNRREVLILGVSVVSFLVGLIMLTEGGMYVFQLFDYYAASGMCLLFVAIFESLCVAWVYGAKRFYDNIEDMIGYRPWPLIKYCWLFLT.... The pIC50 is 3.3. (6) The drug is O=C1C(SCCO)=C(SCCO)C(=O)c2ccccc21. The target protein sequence is MFAVHLMAFYFSKLKEDQIKKVDRFLYHMRLSDDTLLDIMRRFRAEMEKGLAKDTNPTAAVKMLPTFVRAIPDGSENGEFLSLDLGGSKFRVLKVQVAEEGKRHVQMESQFYPTPNEIIRGNGTELFEYVADCLADFMKTKDLKHKKLPLGLTFSFPCRQTKLEEGVLLSWTKKFKARGVQDTDVVSRLTKAMRRHKDMDVDILALVNDTVGTMMTCAYDDPYCEVGVIIGTGTNACYMEDMSNIDLVEGDEGRMCINTEWGAFGDDGALEDIRTEFDRELDLGSLNPGKQLFEKMISGLYLGELVRLILLKMAKAGLLFGGEKSSALHTKGKIETRHVAAMEKYKEGLANTREILVDLGLEPSEADCIAVQHVCTIVSFRSANLCAAALAAILTRLRENKKVERLRTTVGMDGTLYKIHPQYPKRLHKVVRKLVPSCDVRFLLSESGSTKGAAMVTAVASRVQAQRKQIDRVLALFQLTREQLVDVQAKMRAELEYGLK.... The pIC50 is 5.1. (7) The target protein sequence is MSPAKCKICFPDREVKPSMSGLHLVKRGREHKKLDLHRDFTVASPAEFVTRFGGDRVIEKVLIANNGIAAVKCMRSIRRWAYEMFRNERAIRFVVMVTPEDLKANAEYIKMADHYVPVPGGPNNNNYANVELIVDIAKRIPVQAVWAGWGHASENPKLPELLCKNGVAFLGPPSEAMWALGDKIASTVVAQTLQVPTLPWSGSGLTVEWTEDDLQQGKRISVPEDVYDKGCVKDVDEGLEAAERIGFPLMIKASEGGGGKGIRKAESAEDFPILFRQVQSEIPGSPIFLMKLAQHARHLEVQILADQYGNAVSLFGRDCSIQRRHQKIVEEAPATIAPLAIFEFMEQCAIRLAKTVGYVSAGTVEYLYSQDGSFHFLELNPRLQVEHPCTEMIADVNLPAAQLQIAMGVPLHRLKDIRLLYGESPWGVTPISFETPSNPPLARGHVIAARITSENPDEGFKPSSGTVQELNFRSSKNVWGYFSVAATGGLHEFADSQFGH.... The pIC50 is 7.2. The drug is CC(=O)N[C@@H](C)c1ccc(OC2CN(c3ccc(OCC4CC4)cc3)C2)cc1. (8) The compound is CCCc1ccc(C(=O)CCC(=O)O)cc1. The target protein sequence is MFKLLSKLLVYLTASIMAIASPLAFSVDSSGEYPTVSEIPVGEVRLYQIADGVWSHIATQSFDGAVYPSNGLIVRDGDELLLIDTAWGAKNTAALLAEIEKQIGLPVTRAVSTHFHDDRVGGVDVLRAAGVATYASPSTRRLAEVEGNEIPTHSLEGLSSSGDAVRFGPVELFYPGAAHSTDNLVVYVPSASVLYGGCAIYELSRTSAGNVADADLAEWPTSIERIQQHYPEAQFVIPGHGLPGGLDLLKHTTNVVKAHTNRSVVE. The pIC50 is 3.5. (9) The compound is CCCC(=O)NCC#Cc1cn([C@H]2C[C@H](O)[C@@H](COP(=O)([O-])[O-])O2)c(=O)[nH]c1=O. The target protein (P9WFR9) has sequence MTPYEDLLRFVLETGTPKSDRTGTGTRSLFGQQMRYDLSAGFPLLTTKKVHFKSVAYELLWFLRGDSNIGWLHEHGVTIWDEWASDTGELGPIYGVQWRSWPAPSGEHIDQISAALDLLRTDPDSRRIIVSAWNVGEIERMALPPCHAFFQFYVADGRLSCQLYQRSADLFLGVPFNIASYALLTHMMAAQAGLSVGEFIWTGGDCHIYDNHVEQVRLQLSREPRPYPKLLLADRDSIFEYTYEDIVVKNYDPHPAIKAPVAV. The pIC50 is 4.3.